Dataset: Forward reaction prediction with 1.9M reactions from USPTO patents (1976-2016). Task: Predict the product of the given reaction. (1) Given the reactants [OH:1][C:2]1[CH:11]=[C:10]2[C:5]([CH:6]=[CH:7][C:8]([CH3:12])=[N:9]2)=[CH:4][CH:3]=1.[O:13]1[C:17]2[CH:18]=[CH:19]C=CC=2N=C1, predict the reaction product. The product is: [CH3:12][C:8]1[CH:7]=[CH:6][C:5]2[C:10](=[CH:11][C:2]([O:1][CH2:19][CH:18]3[CH2:17][O:13]3)=[CH:3][CH:4]=2)[N:9]=1. (2) Given the reactants [CH3:1][C:2]([O:5][C:6]([NH:8][C@@H:9]([C:16]([O:18][CH3:19])=[O:17])[CH2:10][CH2:11][C:12]([O:14][CH3:15])=[O:13])=[O:7])([CH3:4])[CH3:3].[Li+].[CH3:21][Si]([N-][Si](C)(C)C)(C)C.CI, predict the reaction product. The product is: [CH3:4][C:2]([O:5][C:6]([NH:8][C@@H:9]([C:16]([O:18][CH3:19])=[O:17])[CH2:10][C@@H:11]([CH3:21])[C:12]([O:14][CH3:15])=[O:13])=[O:7])([CH3:1])[CH3:3]. (3) Given the reactants [Br:1][C:2]1[CH:7]=[CH:6][C:5]([CH2:8][NH2:9])=[CH:4][CH:3]=1.[CH:10]1([C:13](=O)[CH3:14])[CH2:12][CH2:11]1.[BH4-].[Na+], predict the reaction product. The product is: [Br:1][C:2]1[CH:7]=[CH:6][C:5]([CH2:8][NH:9][CH:13]([CH:10]2[CH2:12][CH2:11]2)[CH3:14])=[CH:4][CH:3]=1. (4) Given the reactants [Cl:1]N1C(=O)CCC1=O.[CH:9]1([C:15]([C:17]2[CH:22]=[C:21]([OH:23])[CH:20]=[CH:19][C:18]=2[OH:24])=[O:16])[CH2:14][CH2:13][CH2:12][CH2:11][CH2:10]1.O, predict the reaction product. The product is: [CH:9]1([C:15]([C:17]2[CH:22]=[C:21]([OH:23])[CH:20]=[C:19]([Cl:1])[C:18]=2[OH:24])=[O:16])[CH2:10][CH2:11][CH2:12][CH2:13][CH2:14]1. (5) Given the reactants [Cl:1][C:2]1[C:3]([F:9])=[C:4]([CH:6]=[CH:7][CH:8]=1)[NH2:5].[CH3:10][C:11]1[N:16]=[C:15]([C:17]#[N:18])[CH:14]=[CH:13][CH:12]=1, predict the reaction product. The product is: [Cl:1][C:2]1[C:3]([F:9])=[C:4]([NH:5][C:17]([C:15]2[CH:14]=[CH:13][CH:12]=[C:11]([CH3:10])[N:16]=2)=[NH:18])[CH:6]=[CH:7][CH:8]=1. (6) The product is: [Br:1][C:2]1[CH:3]=[N:4][C:5]2[N:6]([N:8]=[C:9]([C:11]([N:20]3[CH2:21][CH2:22][N:17]4[CH:16]=[N:15][N:14]=[C:18]4[CH2:19]3)=[O:13])[CH:10]=2)[CH:7]=1. Given the reactants [Br:1][C:2]1[CH:3]=[N:4][C:5]2[N:6]([N:8]=[C:9]([C:11]([OH:13])=O)[CH:10]=2)[CH:7]=1.[N:14]1[N:15]=[CH:16][N:17]2[CH2:22][CH2:21][NH:20][CH2:19][C:18]=12, predict the reaction product.